From a dataset of Reaction yield outcomes from USPTO patents with 853,638 reactions. Predict the reaction yield, written as a fraction of the theoretical maximum amount of product (1.0 means a 100% yield; for example, 0.34 means a 34% yield). (1) The reactants are [Cl:1][C:2]1[N:7]=[C:6]([Cl:8])[CH:5]=[C:4](Cl)[N:3]=1.[F:10][C:11]1[CH:16]=[CH:15][C:14](B(O)O)=[CH:13][CH:12]=1. The catalyst is C([O-])(=O)C.[Pd+2].C([O-])(=O)C.C1(P(C2C=CC=CC=2)C2C=CC=CC=2)C=CC=CC=1.C1COCC1. The product is [Cl:1][C:2]1[N:7]=[C:6]([Cl:8])[CH:5]=[C:4]([C:14]2[CH:15]=[CH:16][C:11]([F:10])=[CH:12][CH:13]=2)[N:3]=1. The yield is 0.570. (2) The reactants are Cl[C:2]1[C:3]2[N:10]([CH3:11])[CH:9]=[CH:8][C:4]=2[N:5]=[CH:6][N:7]=1.[NH2:12][C:13]1[CH:14]=[C:15]([OH:19])[CH:16]=[CH:17][CH:18]=1.C(=O)([O-])[O-].[K+].[K+].CN1CCCC1=O. The catalyst is O. The product is [CH3:11][N:10]1[C:3]2[C:2]([O:19][C:15]3[CH:14]=[C:13]([CH:18]=[CH:17][CH:16]=3)[NH2:12])=[N:7][CH:6]=[N:5][C:4]=2[CH:8]=[CH:9]1. The yield is 0.620. (3) The reactants are Br.[Br:2][C:3]1[CH:30]=[CH:29][CH:28]=[CH:27][C:4]=1[CH2:5][N:6]1[C:10]2[CH:11]=[CH:12][CH:13]=[CH:14][C:9]=2[N:8]([CH2:15][CH2:16][CH2:17][O:18][C:19]2[CH:24]=[CH:23][C:22]([F:25])=[CH:21][CH:20]=2)[C:7]1=[NH:26].C([O-])([O-])=O.[Na+].[Na+].[C:37](O[C:37]([O:39][C:40]([CH3:43])([CH3:42])[CH3:41])=[O:38])([O:39][C:40]([CH3:43])([CH3:42])[CH3:41])=[O:38]. The catalyst is O1CCOCC1.O. The product is [C:40]([O:39][C:37](=[O:38])[N:26]=[C:7]1[N:6]([CH2:5][C:4]2[CH:27]=[CH:28][CH:29]=[CH:30][C:3]=2[Br:2])[C:10]2[CH:11]=[CH:12][CH:13]=[CH:14][C:9]=2[N:8]1[CH2:15][CH2:16][CH2:17][O:18][C:19]1[CH:20]=[CH:21][C:22]([F:25])=[CH:23][CH:24]=1)([CH3:43])([CH3:42])[CH3:41]. The yield is 0.340. (4) The reactants are C(O[C:4](=[N:6][C:7](=O)[C:8]1[CH:13]=[CH:12][CH:11]=[CH:10][CH:9]=1)[CH3:5])C.[NH:15]([C:17]1[N:22]=[CH:21][C:20]([S:23]([NH2:26])(=[O:25])=[O:24])=[CH:19][CH:18]=1)[NH2:16].O. The catalyst is ClCCl.CO. The product is [CH3:5][C:4]1[N:6]=[C:7]([C:8]2[CH:13]=[CH:12][CH:11]=[CH:10][CH:9]=2)[N:15]([C:17]2[N:22]=[CH:21][C:20]([S:23]([NH2:26])(=[O:24])=[O:25])=[CH:19][CH:18]=2)[N:16]=1. The yield is 0.510. (5) The product is [CH2:1]([O:8][C:9]1[C:14]([CH2:15][OH:30])=[C:13]([CH2:17][O:18][Si:19]([C:22]([CH3:25])([CH3:24])[CH3:23])([CH3:21])[CH3:20])[CH:12]=[C:11]([CH3:26])[N:10]=1)[C:2]1[CH:7]=[CH:6][CH:5]=[CH:4][CH:3]=1. The reactants are [CH2:1]([O:8][C:9]1[C:14]([C:15]#N)=[C:13]([CH2:17][O:18][Si:19]([C:22]([CH3:25])([CH3:24])[CH3:23])([CH3:21])[CH3:20])[CH:12]=[C:11]([CH3:26])[N:10]=1)[C:2]1[CH:7]=[CH:6][CH:5]=[CH:4][CH:3]=1.[BH4-].[Na+].C[OH:30]. The yield is 0.140. No catalyst specified. (6) The reactants are [CH:1]([C:3]1[CH:8]=[CH:7][N:6]=[CH:5][CH:4]=1)=[CH2:2].Br[C:10]1[CH:15]=[CH:14][CH:13]=[C:12]([N+:16]([O-:18])=[O:17])[CH:11]=1.CC([O-])=O.[Na+].C1C=CC(P(C2C=CC=CC=2)C2C=CC=CC=2)=CC=1. The catalyst is CN(C)C=O.CC([O-])=O.CC([O-])=O.[Pd+2]. The product is [N+:16]([C:12]1[CH:11]=[C:10](/[CH:2]=[CH:1]/[C:3]2[CH:8]=[CH:7][N:6]=[CH:5][CH:4]=2)[CH:15]=[CH:14][CH:13]=1)([O-:18])=[O:17]. The yield is 0.530.